This data is from Full USPTO retrosynthesis dataset with 1.9M reactions from patents (1976-2016). The task is: Predict the reactants needed to synthesize the given product. Given the product [Br:1][C:2]1[CH:3]=[C:4]([Cl:9])[C:5]([Cl:11])=[N:6][CH:7]=1, predict the reactants needed to synthesize it. The reactants are: [Br:1][C:2]1[CH:3]=[C:4]([Cl:9])[C:5](=O)[NH:6][CH:7]=1.P(Cl)(Cl)(Cl)(Cl)[Cl:11].C(OCC)(=O)C.